From a dataset of NCI-60 drug combinations with 297,098 pairs across 59 cell lines. Regression. Given two drug SMILES strings and cell line genomic features, predict the synergy score measuring deviation from expected non-interaction effect. (1) Drug 1: C1=C(C(=O)NC(=O)N1)N(CCCl)CCCl. Drug 2: CC1CCC2CC(C(=CC=CC=CC(CC(C(=O)C(C(C(=CC(C(=O)CC(OC(=O)C3CCCCN3C(=O)C(=O)C1(O2)O)C(C)CC4CCC(C(C4)OC)OCCO)C)C)O)OC)C)C)C)OC. Cell line: T-47D. Synergy scores: CSS=26.4, Synergy_ZIP=-8.03, Synergy_Bliss=2.36, Synergy_Loewe=3.03, Synergy_HSA=4.90. (2) Drug 1: CN(C)C1=NC(=NC(=N1)N(C)C)N(C)C. Drug 2: CS(=O)(=O)OCCCCOS(=O)(=O)C. Cell line: HCT-15. Synergy scores: CSS=-2.50, Synergy_ZIP=2.02, Synergy_Bliss=4.65, Synergy_Loewe=-3.04, Synergy_HSA=-1.46. (3) Drug 1: CN(C)N=NC1=C(NC=N1)C(=O)N. Drug 2: C1=CC=C(C(=C1)C(C2=CC=C(C=C2)Cl)C(Cl)Cl)Cl. Cell line: COLO 205. Synergy scores: CSS=6.39, Synergy_ZIP=0.336, Synergy_Bliss=1.63, Synergy_Loewe=0.648, Synergy_HSA=1.50. (4) Drug 1: CC=C1C(=O)NC(C(=O)OC2CC(=O)NC(C(=O)NC(CSSCCC=C2)C(=O)N1)C(C)C)C(C)C. Drug 2: CCN(CC)CCCC(C)NC1=C2C=C(C=CC2=NC3=C1C=CC(=C3)Cl)OC. Cell line: SF-539. Synergy scores: CSS=58.9, Synergy_ZIP=5.92, Synergy_Bliss=4.85, Synergy_Loewe=-30.5, Synergy_HSA=5.78. (5) Drug 1: CC1=CC=C(C=C1)C2=CC(=NN2C3=CC=C(C=C3)S(=O)(=O)N)C(F)(F)F. Drug 2: CCC1(CC2CC(C3=C(CCN(C2)C1)C4=CC=CC=C4N3)(C5=C(C=C6C(=C5)C78CCN9C7C(C=CC9)(C(C(C8N6C=O)(C(=O)OC)O)OC(=O)C)CC)OC)C(=O)OC)O.OS(=O)(=O)O. Cell line: UACC62. Synergy scores: CSS=10.5, Synergy_ZIP=-1.35, Synergy_Bliss=-1.60, Synergy_Loewe=-20.8, Synergy_HSA=-1.71. (6) Drug 1: CS(=O)(=O)C1=CC(=C(C=C1)C(=O)NC2=CC(=C(C=C2)Cl)C3=CC=CC=N3)Cl. Drug 2: CNC(=O)C1=CC=CC=C1SC2=CC3=C(C=C2)C(=NN3)C=CC4=CC=CC=N4. Cell line: HOP-62. Synergy scores: CSS=7.39, Synergy_ZIP=3.11, Synergy_Bliss=9.21, Synergy_Loewe=5.99, Synergy_HSA=5.58. (7) Drug 2: CCN(CC)CCNC(=O)C1=C(NC(=C1C)C=C2C3=C(C=CC(=C3)F)NC2=O)C. Drug 1: CC1=C(C=C(C=C1)NC(=O)C2=CC=C(C=C2)CN3CCN(CC3)C)NC4=NC=CC(=N4)C5=CN=CC=C5. Synergy scores: CSS=53.9, Synergy_ZIP=-0.271, Synergy_Bliss=1.44, Synergy_Loewe=-10.1, Synergy_HSA=2.45. Cell line: K-562.